Dataset: Full USPTO retrosynthesis dataset with 1.9M reactions from patents (1976-2016). Task: Predict the reactants needed to synthesize the given product. (1) Given the product [Cl:20][CH2:18][CH2:19][O:10][C:7]1[CH:8]=[CH:9][C:4]([N+:1]([O-:3])=[O:2])=[CH:5][CH:6]=1, predict the reactants needed to synthesize it. The reactants are: [N+:1]([C:4]1[CH:9]=[CH:8][C:7]([OH:10])=[CH:6][CH:5]=1)([O-:3])=[O:2].CC(C)([O-])C.[K+].Br[CH:18]([Cl:20])[CH3:19].O. (2) Given the product [Cl:26][C:16]1[CH:17]=[C:18]([S:21]([CH2:24][CH3:25])(=[O:22])=[O:23])[CH:19]=[CH:20][C:15]=1[CH2:14][N:7]1[C:8]2=[N:9][CH:10]=[CH:11][CH:12]=[C:13]2[C:5]([CH2:4][C:3]([OH:28])=[O:2])=[C:6]1[CH3:27], predict the reactants needed to synthesize it. The reactants are: C[O:2][C:3](=[O:28])[CH2:4][C:5]1[C:13]2[C:8](=[N:9][CH:10]=[CH:11][CH:12]=2)[N:7]([CH2:14][C:15]2[CH:20]=[CH:19][C:18]([S:21]([CH2:24][CH3:25])(=[O:23])=[O:22])=[CH:17][C:16]=2[Cl:26])[C:6]=1[CH3:27].COC(=O)CC1C2C(=NC=CC=2)NC=1C.[H-].[Na+].BrCC1C=CC(S(CC)(=O)=O)=CC=1Cl.[I-].[Na+]. (3) Given the product [Cl:29][C:28]1[C:2]([C:32]#[N:34])=[CH:3][C:4]2[N:8]=[CH:7][N:6]([CH2:9][C:10]3[CH:26]=[CH:25][C:13]4[N:14]=[C:15]([NH:17][C@@H:18]5[CH2:23][CH2:22][CH2:21][CH2:20][C@H:19]5[OH:24])[O:16][C:12]=4[CH:11]=3)[C:5]=2[CH:27]=1, predict the reactants needed to synthesize it. The reactants are: Br[C:2]1[C:28]([Cl:29])=[CH:27][C:5]2[N:6]([CH2:9][C:10]3[CH:26]=[CH:25][C:13]4[N:14]=[C:15]([NH:17][C@@H:18]5[CH2:23][CH2:22][CH2:21][CH2:20][C@H:19]5[OH:24])[O:16][C:12]=4[CH:11]=3)[CH:7]=[N:8][C:4]=2[CH:3]=1.O.C[C:32]([N:34](C)C)=O. (4) Given the product [CH3:1][O:2][C:3]1[C:4]([NH:13][C:14]([NH:16][C:17]2[CH:22]=[CH:21][C:20]([CH3:32])=[CH:19][CH:18]=2)=[O:15])=[CH:5][C:6]2[C:7]([CH:8]=1)=[CH:31][CH:25]=[CH:26][CH:9]=2, predict the reactants needed to synthesize it. The reactants are: [CH3:1][O:2][C:3]1[CH:8]=[CH:7][C:6]([C:9](F)(F)F)=[CH:5][C:4]=1[NH:13][C:14]([NH:16][C:17]1[CH:22]=[CH:21][C:20](F)=[CH:19][CH:18]=1)=[O:15].F[C:25]1[CH:31]=CC(N)=C[CH:26]=1.[CH3:32]OC1C=CC(C(F)(F)F)=CC=1N=C=O. (5) Given the product [Cl:23][C:24]1[CH:30]=[CH:29][C:27]([NH:28][C:2]2[C:11]3[C:6](=[CH:7][CH:8]=[CH:9][CH:10]=3)[CH:5]=[N:4][N:3]=2)=[CH:26][CH:25]=1, predict the reactants needed to synthesize it. The reactants are: Cl[C:2]1[C:11]2[C:6](=[CH:7][CH:8]=[CH:9][CH:10]=2)[CH:5]=[N:4][N:3]=1.C1C=C2C=NNC(=O)C2=CC=1.[Cl:23][C:24]1[CH:30]=[CH:29][C:27]([NH2:28])=[CH:26][CH:25]=1. (6) Given the product [I:27][C:26]1[C:21]([NH:1][C@H:2]([C:4]2[N:9]([C:10]3[CH:15]=[CH:14][CH:13]=[CH:12][CH:11]=3)[C:8](=[O:16])[C:7]3=[CH:17][CH:18]=[CH:19][N:6]3[N:5]=2)[CH3:3])=[N:22][CH:23]=[N:24][CH:25]=1, predict the reactants needed to synthesize it. The reactants are: [NH2:1][C@H:2]([C:4]1[N:9]([C:10]2[CH:15]=[CH:14][CH:13]=[CH:12][CH:11]=2)[C:8](=[O:16])[C:7]2=[CH:17][CH:18]=[CH:19][N:6]2[N:5]=1)[CH3:3].Cl[C:21]1[C:26]([I:27])=[CH:25][N:24]=[CH:23][N:22]=1.[F-].[Cs+].C(N(CC)C(C)C)(C)C. (7) The reactants are: [CH3:1][C:2]1[N:3]=[C:4]2[N:8]([C:9](=[O:21])[C:10]=1[C:11]1[CH:16]=[CH:15][C:14]([C:17]([F:20])([F:19])[F:18])=[CH:13][CH:12]=1)[C:7]1[CH:22]=[CH:23][CH:24]=[CH:25][C:6]=1[S:5]2.[CH3:26][O:27][CH2:28][CH2:29][O:30][C:31]1[C:38]([O:39][CH3:40])=[CH:37][CH:36]=[CH:35][C:32]=1[CH:33]=O.[O-]CC.[Na+]. Given the product [CH3:26][O:27][CH2:28][CH2:29][O:30][C:31]1[C:38]([O:39][CH3:40])=[CH:37][CH:36]=[CH:35][C:32]=1/[CH:33]=[CH:1]/[C:2]1[N:3]=[C:4]2[S:5][C:6]3[CH:25]=[CH:24][CH:23]=[CH:22][C:7]=3[N:8]2[C:9](=[O:21])[C:10]=1[C:11]1[CH:12]=[CH:13][C:14]([C:17]([F:18])([F:19])[F:20])=[CH:15][CH:16]=1, predict the reactants needed to synthesize it.